From a dataset of NCI-60 drug combinations with 297,098 pairs across 59 cell lines. Regression. Given two drug SMILES strings and cell line genomic features, predict the synergy score measuring deviation from expected non-interaction effect. Drug 1: CCC1(C2=C(COC1=O)C(=O)N3CC4=CC5=C(C=CC(=C5CN(C)C)O)N=C4C3=C2)O.Cl. Drug 2: CC12CCC3C(C1CCC2OP(=O)(O)O)CCC4=C3C=CC(=C4)OC(=O)N(CCCl)CCCl.[Na+]. Cell line: M14. Synergy scores: CSS=54.7, Synergy_ZIP=-2.09, Synergy_Bliss=-3.06, Synergy_Loewe=-67.9, Synergy_HSA=-3.79.